Dataset: Peptide-MHC class II binding affinity with 134,281 pairs from IEDB. Task: Regression. Given a peptide amino acid sequence and an MHC pseudo amino acid sequence, predict their binding affinity value. This is MHC class II binding data. (1) The peptide sequence is VLSYVIGLLPPDMVV. The MHC is DRB1_0802 with pseudo-sequence DRB1_0802. The binding affinity (normalized) is 0.190. (2) The peptide sequence is GLSGEPKGGAESSSK. The MHC is HLA-DPA10103-DPB10201 with pseudo-sequence HLA-DPA10103-DPB10201. The binding affinity (normalized) is 0.0789. (3) The peptide sequence is DGQGKAVWGKNSCAK. The MHC is DRB1_1602 with pseudo-sequence DRB1_1602. The binding affinity (normalized) is 0.0771. (4) The peptide sequence is AAPGAGYTPATPAAP. The MHC is DRB4_0101 with pseudo-sequence DRB4_0103. The binding affinity (normalized) is 0.0223.